The task is: Predict the product of the given reaction.. This data is from Forward reaction prediction with 1.9M reactions from USPTO patents (1976-2016). (1) Given the reactants [NH2:1][CH2:2][CH2:3][O:4][CH2:5][CH2:6][N:7]1[CH:11]=[C:10]([C:12]2[CH:13]=[C:14]([CH:32]=[CH:33][CH:34]=2)[C:15]([NH:17][C:18]2[C:19]([C:29]([O-:31])=O)=[N:20][N:21]([CH:23]3[CH2:28][CH2:27][O:26][CH2:25][CH2:24]3)[CH:22]=2)=[O:16])[CH:9]=[N:8]1.[Li+].F[P-](F)(F)(F)(F)F.N1(O[P+](N(C)C)(N(C)C)N(C)C)C2C=CC=CC=2N=N1.C(N(C(C)C)C(C)C)C, predict the reaction product. The product is: [O:26]1[CH2:27][CH2:28][CH:23]([N:21]2[CH:22]=[C:18]3[C:19]([C:29](=[O:31])[NH:1][CH2:2][CH2:3][O:4][CH2:5][CH2:6][N:7]4[CH:11]=[C:10]([C:12]5[CH:13]=[C:14]([C:15](=[O:16])[NH:17]3)[CH:32]=[CH:33][CH:34]=5)[CH:9]=[N:8]4)=[N:20]2)[CH2:24][CH2:25]1. (2) The product is: [O:10]1[C:9]2=[CH:8][N:7]=[C:2]([C:3]([O:5][CH3:6])=[O:4])[CH:15]=[C:14]2[CH2:13][CH2:12][CH2:11]1. Given the reactants O=[C:2]([NH:7][CH2:8][C:9](=O)[O:10][CH2:11][CH2:12][CH2:13][CH:14]=[CH2:15])[C:3]([O:5][CH3:6])=[O:4].N1C=CC=CC=1.O(S(C(F)(F)F)(=O)=O)S(C(F)(F)F)(=O)=O, predict the reaction product. (3) Given the reactants CON=[C:4]([CH2:10][C:11](=O)[CH:12]([CH3:14])[CH3:13])[C:5]([O:7][CH2:8][CH3:9])=[O:6].[Cl:16][C:17]1[C:18]([NH:23][NH2:24])=[N:19][CH:20]=[CH:21][CH:22]=1.O1CCCC1, predict the reaction product. The product is: [Cl:16][C:17]1[C:18]([N:23]2[C:4]([C:5]([O:7][CH2:8][CH3:9])=[O:6])=[CH:10][C:11]([CH:12]([CH3:13])[CH3:14])=[N:24]2)=[N:19][CH:20]=[CH:21][CH:22]=1. (4) Given the reactants [NH2:1][C:2]1[CH:7]=[CH:6][C:5]([Cl:8])=[CH:4][C:3]=1[C:9]([C:11]1[CH:12]=[N:13][CH:14]=[CH:15][CH:16]=1)=[O:10].[C:17]([C:21]1[CH:26]=[CH:25][C:24]([S:27](Cl)(=[O:29])=[O:28])=[CH:23][CH:22]=1)([CH3:20])([CH3:19])[CH3:18], predict the reaction product. The product is: [C:17]([C:21]1[CH:26]=[CH:25][C:24]([S:27]([NH:1][C:2]2[CH:7]=[CH:6][C:5]([Cl:8])=[CH:4][C:3]=2[C:9]([C:11]2[CH:12]=[N:13][CH:14]=[CH:15][CH:16]=2)=[O:10])(=[O:29])=[O:28])=[CH:23][CH:22]=1)([CH3:20])([CH3:18])[CH3:19]. (5) Given the reactants [F:1][C:2]1[CH:3]=[C:4]([CH:7]=[CH:8][C:9]=1[OH:10])[CH:5]=[O:6].[CH2:11](Cl)[C:12]1[CH:17]=[CH:16][CH:15]=[CH:14][CH:13]=1, predict the reaction product. The product is: [F:1][C:2]1[CH:3]=[C:4]([CH:7]=[CH:8][C:9]=1[O:10][CH2:11][C:12]1[CH:17]=[CH:16][CH:15]=[CH:14][CH:13]=1)[CH:5]=[O:6]. (6) Given the reactants [Br:1][C:2]1[CH:3]=[C:4]([F:10])[C:5]([F:9])=[C:6]([OH:8])[CH:7]=1.[C:11]([O-])([O-])=O.[K+].[K+].IC, predict the reaction product. The product is: [Br:1][C:2]1[CH:7]=[C:6]([O:8][CH3:11])[C:5]([F:9])=[C:4]([F:10])[CH:3]=1. (7) Given the reactants [Cl:1][C:2]1[CH:11]=[CH:10][C:9]2[C:8]([C:12]([OH:14])=O)=[C:7]([Cl:15])[CH:6]=[CH:5][C:4]=2[N:3]=1.[C:16](Cl)(=[O:20])[C:17](Cl)=O.C[N:23]([CH3:26])C=O, predict the reaction product. The product is: [Cl:1][C:2]1[CH:11]=[CH:10][C:9]2[C:8]([C:12]([NH:23][CH2:26][C@:16]3([OH:20])[CH2:17][CH2:6][CH2:7][C@H:8]([CH3:12])[CH2:9]3)=[O:14])=[C:7]([Cl:15])[CH:6]=[CH:5][C:4]=2[N:3]=1. (8) Given the reactants Br[C:2]1[CH:7]=[CH:6][C:5]([C:8]2[NH:13][C:12]3[N:14]([C:18]4[CH:23]=[CH:22][CH:21]=[CH:20][CH:19]=4)[N:15]=[C:16]([CH3:17])[C:11]=3[C:10](=[O:24])[CH:9]=2)=[CH:4][CH:3]=1.[N:25]1([C:31]([O:33][C:34]([CH3:37])([CH3:36])[CH3:35])=[O:32])[CH2:30][CH2:29][NH:28][CH2:27][CH2:26]1.C1C=CC(P(C2C(C3C(P(C4C=CC=CC=4)C4C=CC=CC=4)=CC=C4C=3C=CC=C4)=C3C(C=CC=C3)=CC=2)C2C=CC=CC=2)=CC=1.C([O-])([O-])=O.[Cs+].[Cs+], predict the reaction product. The product is: [CH3:17][C:16]1[C:11]2[C:10](=[O:24])[CH:9]=[C:8]([C:5]3[CH:6]=[CH:7][C:2]([N:28]4[CH2:27][CH2:26][N:25]([C:31]([O:33][C:34]([CH3:37])([CH3:36])[CH3:35])=[O:32])[CH2:30][CH2:29]4)=[CH:3][CH:4]=3)[NH:13][C:12]=2[N:14]([C:18]2[CH:23]=[CH:22][CH:21]=[CH:20][CH:19]=2)[N:15]=1.